This data is from Reaction yield outcomes from USPTO patents with 853,638 reactions. The task is: Predict the reaction yield, written as a fraction of the theoretical maximum amount of product (1.0 means a 100% yield; for example, 0.34 means a 34% yield). The reactants are [Cl:1][C:2]1[CH:3]=[C:4]2[C:8](=[CH:9][CH:10]=1)[NH:7][C:6](=[O:11])[CH2:5]2.C[Si](C)(C)N[Si](C)(C)C.[Na].[NH2:22][C:23]1[CH:32]=[C:31]2[C:26]([CH2:27][O:28][C:29]2=O)=[CH:25][CH:24]=1. The catalyst is C(COC)OC. The product is [NH2:22][C:23]1[CH:32]=[C:31]2[C:26]([CH2:27][O:28][C:29]2=[C:5]2[C:4]3[C:8](=[CH:9][CH:10]=[C:2]([Cl:1])[CH:3]=3)[NH:7][C:6]2=[O:11])=[CH:25][CH:24]=1. The yield is 0.390.